From a dataset of NCI-60 drug combinations with 297,098 pairs across 59 cell lines. Regression. Given two drug SMILES strings and cell line genomic features, predict the synergy score measuring deviation from expected non-interaction effect. (1) Drug 1: CC1=C(C(=O)C2=C(C1=O)N3CC4C(C3(C2COC(=O)N)OC)N4)N. Drug 2: C1CCC(C(C1)N)N.C(=O)(C(=O)[O-])[O-].[Pt+4]. Cell line: NCI-H322M. Synergy scores: CSS=0.103, Synergy_ZIP=0.654, Synergy_Bliss=0.875, Synergy_Loewe=-1.96, Synergy_HSA=-2.60. (2) Drug 1: CCC(=C(C1=CC=CC=C1)C2=CC=C(C=C2)OCCN(C)C)C3=CC=CC=C3.C(C(=O)O)C(CC(=O)O)(C(=O)O)O. Drug 2: C#CCC(CC1=CN=C2C(=N1)C(=NC(=N2)N)N)C3=CC=C(C=C3)C(=O)NC(CCC(=O)O)C(=O)O. Cell line: OVCAR-5. Synergy scores: CSS=66.1, Synergy_ZIP=2.65, Synergy_Bliss=0.374, Synergy_Loewe=-29.4, Synergy_HSA=-1.04. (3) Drug 1: CC(CN1CC(=O)NC(=O)C1)N2CC(=O)NC(=O)C2. Drug 2: C1=NC2=C(N=C(N=C2N1C3C(C(C(O3)CO)O)O)F)N. Cell line: OVCAR-8. Synergy scores: CSS=28.3, Synergy_ZIP=-11.3, Synergy_Bliss=-8.08, Synergy_Loewe=-10.6, Synergy_HSA=-5.96. (4) Drug 1: CC1=CC=C(C=C1)C2=CC(=NN2C3=CC=C(C=C3)S(=O)(=O)N)C(F)(F)F. Drug 2: C1=NNC2=C1C(=O)NC=N2. Cell line: HT29. Synergy scores: CSS=-0.518, Synergy_ZIP=2.83, Synergy_Bliss=1.91, Synergy_Loewe=0.680, Synergy_HSA=-2.25. (5) Drug 1: C1=CC(=C2C(=C1NCCNCCO)C(=O)C3=C(C=CC(=C3C2=O)O)O)NCCNCCO. Drug 2: C1CN(P(=O)(OC1)NCCCl)CCCl. Cell line: NCI-H226. Synergy scores: CSS=38.8, Synergy_ZIP=1.84, Synergy_Bliss=1.01, Synergy_Loewe=-42.0, Synergy_HSA=-0.320.